From a dataset of Catalyst prediction with 721,799 reactions and 888 catalyst types from USPTO. Predict which catalyst facilitates the given reaction. (1) Reactant: [Cl:1][C:2](Cl)([O:4]C(=O)OC(Cl)(Cl)Cl)Cl.N1C=CC=CC=1.[C:19]12([OH:29])[CH2:28][CH:23]3[CH2:24][CH:25]([CH2:27][CH:21]([CH2:22]3)[CH2:20]1)[CH2:26]2. Product: [C:2]([Cl:1])(=[O:4])[O:29][C:19]12[CH2:26][CH:25]3[CH2:24][CH:23]([CH2:22][CH:21]([CH2:27]3)[CH2:20]1)[CH2:28]2. The catalyst class is: 11. (2) Reactant: [F:1][C:2]1[CH:7]=[CH:6][C:5]([S:8]([N:11]([CH2:13][C:14]([OH:16])=O)[CH3:12])(=[O:10])=[O:9])=[CH:4][CH:3]=1.[F:17][C:18]([F:34])([F:33])[C:19]1[CH:24]=[CH:23][C:22]([C:25]2[N:30]=[CH:29][N:28]=[C:27]([CH2:31][NH2:32])[CH:26]=2)=[CH:21][CH:20]=1.O.N1(O)C2C=CC=CC=2N=N1.C(N(CC)CC)C.Cl.CN(C)CCCN=C=NCC. The catalyst class is: 4. Product: [F:1][C:2]1[CH:3]=[CH:4][C:5]([S:8]([N:11]([CH3:12])[CH2:13][C:14]([NH:32][CH2:31][C:27]2[CH:26]=[C:25]([C:22]3[CH:21]=[CH:20][C:19]([C:18]([F:34])([F:33])[F:17])=[CH:24][CH:23]=3)[N:30]=[CH:29][N:28]=2)=[O:16])(=[O:9])=[O:10])=[CH:6][CH:7]=1. (3) Reactant: [Cl:1][C:2]1[CH:3]=[C:4]([CH:9]=[C:10]([Cl:13])[C:11]=1[OH:12])[C:5]([NH:7][NH2:8])=[O:6].Cl[C:15](=[O:21])[C:16]([O:18][CH2:19][CH3:20])=[O:17]. Product: [Cl:1][C:2]1[CH:3]=[C:4]([CH:9]=[C:10]([Cl:13])[C:11]=1[OH:12])[C:5]([NH:7][NH:8][C:15](=[O:21])[C:16]([O:18][CH2:19][CH3:20])=[O:17])=[O:6]. The catalyst class is: 4. (4) Reactant: C(OC([N:8]1[CH2:13][CH2:12][CH:11]([NH:14][C:15](=[O:43])[C:16]2[CH:21]=[CH:20][C:19]([Br:22])=[CH:18][C:17]=2[NH:23][C:24]2([CH2:35][C:36]3[CH:41]=[CH:40][CH:39]=[C:38]([Cl:42])[CH:37]=3)[C:32]3[C:27](=[CH:28][C:29]([Cl:33])=[CH:30][CH:31]=3)[NH:26][C:25]2=[O:34])[CH2:10][CH2:9]1)=O)(C)(C)C.C(O)(C(F)(F)F)=O. Product: [Br:22][C:19]1[CH:20]=[CH:21][C:16]([C:15]([NH:14][CH:11]2[CH2:10][CH2:9][NH:8][CH2:13][CH2:12]2)=[O:43])=[C:17]([NH:23][C:24]2([CH2:35][C:36]3[CH:41]=[CH:40][CH:39]=[C:38]([Cl:42])[CH:37]=3)[C:32]3[C:27](=[CH:28][C:29]([Cl:33])=[CH:30][CH:31]=3)[NH:26][C:25]2=[O:34])[CH:18]=1. The catalyst class is: 2. (5) Reactant: [C:1]([O:4][C:5]1[CH:6]=[C:7]([CH:11]=[C:12]([O:14][C:15](=[O:17])[CH3:16])[CH:13]=1)[C:8](O)=[O:9])(=[O:3])[CH3:2].S(Cl)([Cl:20])=O. Product: [C:1]([O:4][C:5]1[CH:6]=[C:7]([CH:11]=[C:12]([O:14][C:15](=[O:17])[CH3:16])[CH:13]=1)[C:8]([Cl:20])=[O:9])(=[O:3])[CH3:2]. The catalyst class is: 2.